From a dataset of Full USPTO retrosynthesis dataset with 1.9M reactions from patents (1976-2016). Predict the reactants needed to synthesize the given product. (1) Given the product [Cl:1][C:2]1[CH:11]=[C:10]([Cl:12])[C:9]([O:13][CH:23]([CH3:25])[CH3:24])=[C:8]2[C:3]=1[CH:4]=[CH:5][C:6]([NH:14][CH3:15])=[N:7]2, predict the reactants needed to synthesize it. The reactants are: [Cl:1][C:2]1[CH:11]=[C:10]([Cl:12])[C:9]([OH:13])=[C:8]2[C:3]=1[CH:4]=[CH:5][C:6]([NH:14][CH3:15])=[N:7]2.C(=O)([O-])[O-].[K+].[K+].Br[CH:23]([CH3:25])[CH3:24].[Cl-].[NH4+]. (2) Given the product [C:19]([C:23]1[CH:24]=[CH:25][C:26]([CH:27]([N:28]([CH3:30])[CH3:29])[C:5]2[C:6]3[C:11](=[CH:10][CH:9]=[CH:8][CH:7]=3)[N:3]([CH2:1][CH3:2])[C:4]=2[C:12]2[CH:17]=[CH:16][CH:15]=[CH:14][CH:13]=2)=[CH:31][CH:32]=1)([CH3:22])([CH3:20])[CH3:21], predict the reactants needed to synthesize it. The reactants are: [CH2:1]([N:3]1[C:11]2[C:6](=[CH:7][CH:8]=[CH:9][CH:10]=2)[CH:5]=[C:4]1[C:12]1[CH:17]=[CH:16][CH:15]=[CH:14][CH:13]=1)[CH3:2].[Cl-].[C:19]([C:23]1[CH:32]=[CH:31][C:26]([CH:27]=[N+:28]([CH3:30])[CH3:29])=[CH:25][CH:24]=1)([CH3:22])([CH3:21])[CH3:20].C(C1C=CC(C=O)=CC=1)(C)(C)C.CNC. (3) Given the product [CH3:3][CH:2]([O:1][C:14](=[O:15])[CH2:13][CH2:12][C:11]([OH:16])=[O:17])[CH2:25][NH:26][C:28](=[O:29])[C:23]([CH3:24])=[CH2:30], predict the reactants needed to synthesize it. The reactants are: [OH:1][CH:2](C)[CH2:3]C=C(C)C(N)=O.[C:11]1(=[O:17])[O:16][C:14](=[O:15])[CH2:13][CH2:12]1.C(N([CH2:23][CH3:24])CC)C.[CH3:25][N:26]([CH:28]=[O:29])C.[CH:30](Cl)(Cl)Cl. (4) The reactants are: [P:1]([Cl:5])(Cl)([Cl:3])=[O:2].N1C(C)=CC=CC=1C.[CH3:14][NH:15][C@H:16]([CH3:23])[C:17]1[CH:22]=[CH:21][CH:20]=[CH:19][CH:18]=1. Given the product [CH3:14][N:15]([C@@H:16]([C:17]1[CH:22]=[CH:21][CH:20]=[CH:19][CH:18]=1)[CH3:23])[P:1]([Cl:5])([Cl:3])=[O:2], predict the reactants needed to synthesize it. (5) The reactants are: [Cl:1][C:2]1[C:3]2[N:4]([CH:18]=[CH:19][N:20]=2)[CH:5]=[C:6]([C:10]2[CH:15]=[CH:14][C:13]([Cl:16])=[CH:12][C:11]=2[Cl:17])[C:7]=1[C:8]#[N:9].C1C(=O)N([Br:28])C(=O)C1. Given the product [Br:28][C:18]1[N:4]2[CH:5]=[C:6]([C:10]3[CH:15]=[CH:14][C:13]([Cl:16])=[CH:12][C:11]=3[Cl:17])[C:7]([C:8]#[N:9])=[C:2]([Cl:1])[C:3]2=[N:20][CH:19]=1, predict the reactants needed to synthesize it.